This data is from Full USPTO retrosynthesis dataset with 1.9M reactions from patents (1976-2016). The task is: Predict the reactants needed to synthesize the given product. (1) The reactants are: [CH3:1][O:2][C:3](=O)[CH2:4][NH:5][C:6](=O)[C:7]1[CH:12]=[CH:11][CH:10]=[CH:9][CH:8]=1.C(Cl)(Cl)Cl.[SH2:19]. Given the product [CH3:1][O:2][C:3]1[S:19][C:6]([C:7]2[CH:12]=[CH:11][CH:10]=[CH:9][CH:8]=2)=[N:5][CH:4]=1, predict the reactants needed to synthesize it. (2) Given the product [ClH:44].[NH2:15][CH2:14][C:11]1[CH:12]=[CH:13][C:8]([C:6]2[CH:7]=[C:2]([F:1])[CH:3]=[CH:4][C:5]=2[NH:23][C:24]([C:26]2[N:27]=[C:28]([C:31]3[CH:35]=[N:34][NH:33][CH:32]=3)[S:29][CH:30]=2)=[O:25])=[CH:9][CH:10]=1, predict the reactants needed to synthesize it. The reactants are: [F:1][C:2]1[CH:3]=[CH:4][C:5]([NH:23][C:24]([C:26]2[N:27]=[C:28]([C:31]3[CH:32]=[N:33][N:34](COCC[Si](C)(C)C)[CH:35]=3)[S:29][CH:30]=2)=[O:25])=[C:6]([C:8]2[CH:13]=[CH:12][C:11]([CH2:14][NH:15]C(=O)OC(C)(C)C)=[CH:10][CH:9]=2)[CH:7]=1.[ClH:44]. (3) Given the product [CH:25]1([C:2]2[CH:3]=[CH:4][C:5](=[O:24])[N:6]([CH2:9][CH2:10][C:11]3[CH:23]=[CH:22][C:14]([C:15]([O:17][C:18]([CH3:21])([CH3:20])[CH3:19])=[O:16])=[CH:13][CH:12]=3)[C:7]=2[CH3:8])[CH2:27][CH2:26]1, predict the reactants needed to synthesize it. The reactants are: Br[C:2]1[CH:3]=[CH:4][C:5](=[O:24])[N:6]([CH2:9][CH2:10][C:11]2[CH:23]=[CH:22][C:14]([C:15]([O:17][C:18]([CH3:21])([CH3:20])[CH3:19])=[O:16])=[CH:13][CH:12]=2)[C:7]=1[CH3:8].[CH:25]1(B(O)O)[CH2:27][CH2:26]1.P([O-])([O-])([O-])=O.[K+].[K+].[K+].C1(P(C2CCCCC2)C2CCCCC2)CCCCC1. (4) Given the product [Br:9][C:10]1[CH:11]=[C:12]([CH:13]2[C:20]3[S:21](=[O:23])(=[O:22])[CH2:24][CH2:25][C:19]=3[NH:1][C:2]3[N:6]([CH3:7])[NH:5][C:4](=[O:8])[C:3]2=3)[CH:15]=[CH:16][C:17]=1[F:18], predict the reactants needed to synthesize it. The reactants are: [NH2:1][C:2]1[N:6]([CH3:7])[NH:5][C:4](=[O:8])[CH:3]=1.[Br:9][C:10]1[CH:11]=[C:12]([CH:15]=[CH:16][C:17]=1[F:18])[CH:13]=O.[CH2:19]1[C:25](=O)[CH2:24][S:21](=[O:23])(=[O:22])[CH2:20]1. (5) Given the product [C:1]([OH:4])(=[O:3])[CH3:2].[C:6]([C:8]1[CH:13]=[CH:12][C:11]([NH:14][C:15](=[O:16])[O:17][C:18]([CH3:20])([CH3:19])[CH3:21])=[N:10][CH:9]=1)(=[NH:5])[NH2:7], predict the reactants needed to synthesize it. The reactants are: [C:1]([O:4][NH:5][C:6]([C:8]1[CH:9]=[N:10][C:11]([NH:14][C:15]([O:17][C:18]([CH3:21])([CH3:20])[CH3:19])=[O:16])=[CH:12][CH:13]=1)=[NH:7])(=[O:3])[CH3:2].[H][H]. (6) Given the product [CH3:2][O:3][C:4]1[CH:5]=[C:6]([CH:7]=[CH:8][C:9]=1[O:10][CH3:11])[CH2:12][C:13]1[NH:15][C:25](=[O:26])[C:24]([CH:23]([NH:22][C:19](=[O:21])[CH3:20])[CH3:31])=[N:17][N:14]=1, predict the reactants needed to synthesize it. The reactants are: Cl.[CH3:2][O:3][C:4]1[CH:5]=[C:6]([CH2:12][C:13]([NH2:15])=[NH:14])[CH:7]=[CH:8][C:9]=1[O:10][CH3:11].O.[NH2:17]N.[C:19]([NH:22][CH:23]([CH3:31])[C:24](=O)[C:25](OCC)=[O:26])(=[O:21])[CH3:20]. (7) The reactants are: [CH2:1]([C@H:3]1[C@@H:7]([NH:8][C:9]2[C:14]([N+:15]([O-])=O)=[CH:13][N:12]=[C:11]3[N:18]([S:21]([C:24]4[CH:30]=[CH:29][C:27]([CH3:28])=[CH:26][CH:25]=4)(=[O:23])=[O:22])[CH:19]=[CH:20][C:10]=23)[CH2:6][C@@H:5]([NH:31][S:32]([CH:35]2[CH2:37][CH2:36]2)(=[O:34])=[O:33])[CH2:4]1)[CH3:2].O.O.[Sn](Cl)Cl. Given the product [NH2:15][C:14]1[C:9]([NH:8][C@@H:7]2[C@H:3]([CH2:1][CH3:2])[CH2:4][C@H:5]([NH:31][S:32]([CH:35]3[CH2:37][CH2:36]3)(=[O:33])=[O:34])[CH2:6]2)=[C:10]2[CH:20]=[CH:19][N:18]([S:21]([C:24]3[CH:25]=[CH:26][C:27]([CH3:28])=[CH:29][CH:30]=3)(=[O:22])=[O:23])[C:11]2=[N:12][CH:13]=1, predict the reactants needed to synthesize it.